This data is from Forward reaction prediction with 1.9M reactions from USPTO patents (1976-2016). The task is: Predict the product of the given reaction. (1) Given the reactants C([Li])CCC.Br[C:7]1[C:11]([C:12]#[N:13])=[C:10]([CH3:14])[N:9]([C:15]([O:17][C:18]([CH3:21])([CH3:20])[CH3:19])=[O:16])[C:8]=1[CH3:22].[B:23](OC)([O:26]C)[O:24]C.[Cl-].[Na+], predict the reaction product. The product is: [C:18]([O:17][C:15]([N:9]1[C:10]([CH3:14])=[C:11]([C:12]#[N:13])[C:7]([B:23]([OH:26])[OH:24])=[C:8]1[CH3:22])=[O:16])([CH3:21])([CH3:20])[CH3:19]. (2) The product is: [C:10]([C:14]1[N:19]=[C:18]([C:20]2[CH:25]=[CH:24][C:23]([CH3:26])=[CH:22][CH:21]=2)[C:17]([C:27]([NH:40][S:37]([C:35]2[CH:34]=[CH:33][CH:32]=[C:31]([F:30])[N:36]=2)(=[O:38])=[O:39])=[O:29])=[CH:16][CH:15]=1)([CH3:11])([CH3:13])[CH3:12]. Given the reactants C(N(CC)C(C)C)(C)C.[C:10]([C:14]1[N:19]=[C:18]([C:20]2[CH:25]=[CH:24][C:23]([CH3:26])=[CH:22][CH:21]=2)[C:17]([C:27]([OH:29])=O)=[CH:16][CH:15]=1)([CH3:13])([CH3:12])[CH3:11].[F:30][C:31]1[N:36]=[C:35]([S:37]([NH2:40])(=[O:39])=[O:38])[CH:34]=[CH:33][CH:32]=1.CN(C(ON1N=NC2C=CC=NC1=2)=[N+](C)C)C.F[P-](F)(F)(F)(F)F, predict the reaction product. (3) Given the reactants [CH2:1]([O:8][C:9]1[CH:14]=[CH:13][C:12]([C:15]2[C:20]([C:21]([F:24])([F:23])[F:22])=[N:19][NH:18][C:17](=O)[CH:16]=2)=[CH:11][CH:10]=1)[C:2]1[CH:7]=[CH:6][CH:5]=[CH:4][CH:3]=1.O(Cl)[Cl:27].[P+5], predict the reaction product. The product is: [CH2:1]([O:8][C:9]1[CH:14]=[CH:13][C:12]([C:15]2[CH:16]=[C:17]([Cl:27])[N:18]=[N:19][C:20]=2[C:21]([F:24])([F:23])[F:22])=[CH:11][CH:10]=1)[C:2]1[CH:7]=[CH:6][CH:5]=[CH:4][CH:3]=1. (4) Given the reactants [C:1]([C:5]1[CH:9]=[C:8]([NH2:10])[N:7]([C:11]2[CH:12]=[C:13]([CH2:17][C:18]([NH2:20])=O)[CH:14]=[CH:15][CH:16]=2)[N:6]=1)([CH3:4])([CH3:3])[CH3:2].B.CSC.Cl.[OH-].[Na+], predict the reaction product. The product is: [C:1]([C:5]1[CH:9]=[C:8]([NH2:10])[N:7]([C:11]2[CH:16]=[CH:15][CH:14]=[C:13]([CH2:17][CH2:18][NH2:20])[CH:12]=2)[N:6]=1)([CH3:4])([CH3:2])[CH3:3]. (5) Given the reactants Cl.Cl[C:3]1[N:8]=[C:7]([NH:9][C:10]2[CH:15]=[CH:14][C:13]([N+:16]([O-:18])=[O:17])=[CH:12][CH:11]=2)[CH:6]=[CH:5][N:4]=1.[CH2:19]([NH2:22])[CH2:20][OH:21].CCN(C(C)C)C(C)C, predict the reaction product. The product is: [N+:16]([C:13]1[CH:14]=[CH:15][C:10]([NH:9][C:7]2[N:8]=[CH:3][N:4]=[C:5]([NH:22][CH2:19][CH2:20][OH:21])[CH:6]=2)=[CH:11][CH:12]=1)([O-:18])=[O:17].